This data is from Full USPTO retrosynthesis dataset with 1.9M reactions from patents (1976-2016). The task is: Predict the reactants needed to synthesize the given product. (1) Given the product [Cl:1][C:2]1[C:19]([Cl:20])=[CH:18][CH:17]=[C:4]2[C:3]=1[CH:32]([OH:33])[N:7]([C:8]([CH3:16])([C:10]1[CH:15]=[CH:14][CH:13]=[CH:12][CH:11]=1)[CH3:9])[C:5]2=[O:6], predict the reactants needed to synthesize it. The reactants are: [Cl:1][C:2]1[CH:3]=[C:4]([CH:17]=[CH:18][C:19]=1[Cl:20])[C:5]([NH:7][C:8]([CH3:16])([C:10]1[CH:15]=[CH:14][CH:13]=[CH:12][CH:11]=1)[CH3:9])=[O:6].CN(CCN(C)C)C.CN([CH:32]=[O:33])C. (2) Given the product [CH3:19][C:18]1[CH:20]=[CH:21][C:15]([S:12]([O:11][CH2:10][CH2:9][CH2:8][CH2:7][O:6][CH2:5][CH2:4][CH2:3][CH2:2][OH:1])(=[O:14])=[O:13])=[CH:16][CH:17]=1, predict the reactants needed to synthesize it. The reactants are: [OH:1][CH2:2][CH2:3][CH2:4][CH2:5][O:6][CH2:7][CH2:8][CH2:9][CH2:10][OH:11].[S:12](Cl)([C:15]1[CH:21]=[CH:20][C:18]([CH3:19])=[CH:17][CH:16]=1)(=[O:14])=[O:13]. (3) The reactants are: [Cl:1][C:2]1[CH:3]=[C:4]2[C:24](=[CH:25][CH:26]=1)[C:12]1[NH:13][C:14]([C:16]3[C:21]([F:22])=[CH:20][CH:19]=[CH:18][C:17]=3[Cl:23])=[N:15][C:11]=1[C:10]1[CH:9]=[CH:8][C:7]([C:27]#[N:28])=[CH:6][C:5]2=1.[Cl-].[NH4+].[N-:31]=[N+:32]=[N-:33].[Na+]. Given the product [Cl:1][C:2]1[CH:3]=[C:4]2[C:24](=[CH:25][CH:26]=1)[C:12]1[NH:13][C:14]([C:16]3[C:21]([F:22])=[CH:20][CH:19]=[CH:18][C:17]=3[Cl:23])=[N:15][C:11]=1[C:10]1[CH:9]=[CH:8][C:7]([C:27]3[NH:33][N:32]=[N:31][N:28]=3)=[CH:6][C:5]2=1, predict the reactants needed to synthesize it. (4) Given the product [CH:37]([S:45]([OH:48])(=[O:46])=[O:47])=[CH:38][C:39]1[CH:44]=[CH:43][CH:42]=[CH:41][CH:40]=1.[CH2:2]=[CH:1][C:3]1[CH:8]=[CH:7][CH:6]=[CH:5][CH:4]=1, predict the reactants needed to synthesize it. The reactants are: [CH:1]([C:3]1[CH:8]=[CH:7][CH:6]=[CH:5][C:4]=1C=C)=[CH2:2].C(OS([O-])(=O)=O)CCCCCCCCCCC.[Na+].C=CC1C=CC=CC=1.[CH:37]([S:45]([O-:48])(=[O:47])=[O:46])=[CH:38][C:39]1[CH:44]=[CH:43][CH:42]=[CH:41][CH:40]=1.[Na+].S(OOS([O-])(=O)=O)([O-])(=O)=O.[K+].[K+]. (5) Given the product [F:10][C:4]1[CH:3]=[C:2]([C:16]2[CH:17]=[CH:18][C:13]([O:12][CH3:11])=[CH:14][CH:15]=2)[CH:9]=[CH:8][C:5]=1[C:6]#[N:7], predict the reactants needed to synthesize it. The reactants are: Br[C:2]1[CH:9]=[CH:8][C:5]([C:6]#[N:7])=[C:4]([F:10])[CH:3]=1.[CH3:11][O:12][C:13]1[CH:18]=[CH:17][C:16](B(O)O)=[CH:15][CH:14]=1. (6) Given the product [CH:15]1[C:10]([CH2:9][C@H:8]([NH2:7])[C:16]([OH:18])=[O:17])=[CH:11][CH:12]=[N:26][CH:14]=1, predict the reactants needed to synthesize it. The reactants are: [OH-].[Na+].C([O-])=O.[NH4+].[NH2:7][C@H:8]([C:16]([OH:18])=[O:17])[CH2:9][C:10]1[CH:15]=[CH:14]C=[CH:12][CH:11]=1.C([O-])=O.C1C=[N+:26]([C@@H]2O[C@H](COP(OP(OC[C@H]3O[C@@H](N4C5N=CN=C(N)C=5N=C4)[C@H](O)[C@@H]3O)(O)=O)(O)=O)[C@@H](O)[C@H]2O)C=C(C(N)=O)C=1.Cl. (7) Given the product [CH2:20]([N:3]([CH2:1][CH3:2])[C:4]1[CH:5]=[C:6]([OH:19])[C:7](=[CH:17][CH:18]=1)[CH:8]=[N:9][C@@H:10]1[CH2:15][CH2:14][CH2:13][CH2:12][C@H:11]1[N:16]=[CH:28][C:27]1[C:26](=[CH:25][C:24]([O:23][CH3:22])=[CH:31][CH:30]=1)[OH:32])[CH3:21], predict the reactants needed to synthesize it. The reactants are: [CH2:1]([N:3]([CH2:20][CH3:21])[C:4]1[CH:5]=[C:6]([OH:19])[C:7](=[CH:17][CH:18]=1)[CH:8]=[N:9][C@@H:10]1[CH2:15][CH2:14][CH2:13][CH2:12][C@H:11]1[NH2:16])[CH3:2].[CH3:22][O:23][C:24]1[CH:25]=[C:26]([OH:32])[C:27](=[CH:30][CH:31]=1)[CH:28]=O. (8) Given the product [CH2:1]([O:8][CH2:9][CH2:10][C@H:11]([OH:17])[C:12]([CH3:15])([CH3:16])[C:13]#[N:14])[C:2]1[CH:7]=[CH:6][CH:5]=[CH:4][CH:3]=1, predict the reactants needed to synthesize it. The reactants are: [CH2:1]([O:8][CH2:9][CH2:10][C@H:11]([O:17]C(=O)C)[C:12]([CH3:16])([CH3:15])[C:13]#[N:14])[C:2]1[CH:7]=[CH:6][CH:5]=[CH:4][CH:3]=1.[OH-].[Na+].O. (9) Given the product [CH3:1][C:2]1[CH:10]=[CH:9][C:8]2[NH:7][C:6]3[CH2:11][CH2:12][N:13]([CH2:15][CH2:16][CH2:17][NH2:18])[CH2:14][C:5]=3[C:4]=2[CH:3]=1, predict the reactants needed to synthesize it. The reactants are: [CH3:1][C:2]1[CH:10]=[CH:9][C:8]2[NH:7][C:6]3[CH2:11][CH2:12][N:13]([CH2:15][CH2:16][CH2:17][NH:18]C(=O)OCC)[CH2:14][C:5]=3[C:4]=2[CH:3]=1.[OH-].[K+].